From a dataset of Forward reaction prediction with 1.9M reactions from USPTO patents (1976-2016). Predict the product of the given reaction. (1) Given the reactants [Br:1][C:2]1[CH:14]=[CH:13][C:5]([CH2:6][CH:7]2[CH2:12][CH2:11][CH2:10][CH2:9][NH:8]2)=[CH:4][CH:3]=1.[CH:15](=O)[C:16]1[CH:21]=[CH:20][CH:19]=[CH:18][CH:17]=1.C([BH3-])#N.[Na+].C(=O)(O)[O-].[Na+], predict the reaction product. The product is: [CH2:15]([N:8]1[CH2:9][CH2:10][CH2:11][CH2:12][CH:7]1[CH2:6][C:5]1[CH:13]=[CH:14][C:2]([Br:1])=[CH:3][CH:4]=1)[C:16]1[CH:21]=[CH:20][CH:19]=[CH:18][CH:17]=1. (2) The product is: [CH2:1]([N:8]1[C:13](=[O:14])[C:12]2[C:15]([CH3:18])=[N:16][S:17][C:11]=2[N:10]=[C:9]1[CH:19]([N:22]([CH2:23][CH2:24][CH2:25][OH:26])[CH2:33][C:34]1[CH:41]=[CH:40][C:37]([CH3:38])=[CH:36][CH:35]=1)[CH2:20][CH3:21])[C:2]1[CH:3]=[CH:4][CH:5]=[CH:6][CH:7]=1. Given the reactants [CH2:1]([N:8]1[C:13](=[O:14])[C:12]2[C:15]([CH3:18])=[N:16][S:17][C:11]=2[N:10]=[C:9]1[CH:19]([NH:22][CH2:23][CH2:24][CH2:25][OH:26])[CH2:20][CH3:21])[C:2]1[CH:7]=[CH:6][CH:5]=[CH:4][CH:3]=1.C(=O)([O-])[O-].[K+].[K+].[CH3:33][C:34]1[CH:41]=[CH:40][C:37]([CH2:38]Br)=[CH:36][CH:35]=1, predict the reaction product. (3) Given the reactants [OH:1][CH2:2][C:3]([CH2:32][OH:33])([C:7]1[CH:12]=[CH:11][C:10]([O:13][CH2:14][CH2:15][CH2:16][CH2:17][CH2:18][CH2:19][CH2:20][CH2:21][CH2:22][CH2:23][CH2:24][CH2:25][CH2:26][CH2:27][CH2:28][CH2:29][CH2:30][CH3:31])=[CH:9][CH:8]=1)[C:4](O)=[O:5], predict the reaction product. The product is: [OH:33][CH2:32][C:3]([C:7]1[CH:8]=[CH:9][C:10]([O:13][CH2:14][CH2:15][CH2:16][CH2:17][CH2:18][CH2:19][CH2:20][CH2:21][CH2:22][CH2:23][CH2:24][CH2:25][CH2:26][CH2:27][CH2:28][CH2:29][CH2:30][CH3:31])=[CH:11][CH:12]=1)([CH2:2][OH:1])[CH2:4][OH:5]. (4) The product is: [Br:12][C:8]1[CH:7]=[C:6]([C@H:2]([NH:1][C:18](=[O:19])[O:17][C:14]([CH3:16])([CH3:15])[CH3:13])[CH2:3][CH2:4][OH:5])[CH:11]=[CH:10][CH:9]=1. Given the reactants [NH2:1][C@@H:2]([C:6]1[CH:11]=[CH:10][CH:9]=[C:8]([Br:12])[CH:7]=1)[CH2:3][CH2:4][OH:5].[CH3:13][C:14]([O:17][C:18](O[C:18]([O:17][C:14]([CH3:16])([CH3:15])[CH3:13])=[O:19])=[O:19])([CH3:16])[CH3:15].CCN(CC)CC, predict the reaction product. (5) Given the reactants [Br:1][C:2]1[CH:10]=[CH:9][CH:8]=[CH:7][C:3]=1[CH2:4][CH2:5][NH2:6].C(N(CC)CC)C.[CH:18]1([CH3:30])[CH2:23][CH2:22][CH:21]([CH:24]([CH3:26])[CH3:25])[CH:20]([C:27](Cl)=[O:28])[CH2:19]1, predict the reaction product. The product is: [Br:1][C:2]1[CH:10]=[CH:9][CH:8]=[CH:7][C:3]=1[CH2:4][CH2:5][NH:6][C:27]([CH:20]1[CH2:19][CH:18]([CH3:30])[CH2:23][CH2:22][CH:21]1[CH:24]([CH3:26])[CH3:25])=[O:28]. (6) Given the reactants Br[CH2:2][CH2:3][O:4][C:5]1[CH:10]=[C:9]([Cl:11])[CH:8]=[C:7]([Cl:12])[CH:6]=1.[C:13]1(=[O:23])[NH:17][C:16](=[O:18])[C:15]2=[CH:19][CH:20]=[CH:21][CH:22]=[C:14]12.[K].C(Cl)(Cl)Cl, predict the reaction product. The product is: [Cl:12][C:7]1[CH:6]=[C:5]([CH:10]=[C:9]([Cl:11])[CH:8]=1)[O:4][CH2:3][CH2:2][N:17]1[C:13](=[O:23])[C:14]2[C:15](=[CH:19][CH:20]=[CH:21][CH:22]=2)[C:16]1=[O:18].